From a dataset of Reaction yield outcomes from USPTO patents with 853,638 reactions. Predict the reaction yield, written as a fraction of the theoretical maximum amount of product (1.0 means a 100% yield; for example, 0.34 means a 34% yield). (1) The reactants are Cl[C:2]1[C:7]2=[CH:8][N:9]([C:11]3[C:16]([F:17])=[CH:15][CH:14]=[CH:13][C:12]=3[Cl:18])[N:10]=[C:6]2[C:5]([F:19])=[CH:4][N:3]=1.[Br:20][Si](C)(C)C. The catalyst is C(#N)CC.C(OCC)(=O)C. The product is [Br:20][C:2]1[C:7]2=[CH:8][N:9]([C:11]3[C:16]([F:17])=[CH:15][CH:14]=[CH:13][C:12]=3[Cl:18])[N:10]=[C:6]2[C:5]([F:19])=[CH:4][N:3]=1. The yield is 1.00. (2) The reactants are [NH2:1][N:2]1[CH:6]=[CH:5][CH:4]=[C:3]1[C:7]([NH:9][C:10]1[CH:15]=[CH:14][CH:13]=[CH:12][CH:11]=1)=[O:8].[CH2:16]([O:23][CH2:24][CH2:25][C@H:26]([NH:30][C:31]([O:33][C:34]([CH3:37])([CH3:36])[CH3:35])=[O:32])[C:27](O)=[O:28])[C:17]1[CH:22]=[CH:21][CH:20]=[CH:19][CH:18]=1. The product is [CH2:16]([O:23][CH2:24][CH2:25][C@H:26]([NH:30][C:31](=[O:32])[O:33][C:34]([CH3:36])([CH3:35])[CH3:37])[C:27](=[O:28])[NH:1][N:2]1[CH:6]=[CH:5][CH:4]=[C:3]1[C:7](=[O:8])[NH:9][C:10]1[CH:15]=[CH:14][CH:13]=[CH:12][CH:11]=1)[C:17]1[CH:18]=[CH:19][CH:20]=[CH:21][CH:22]=1. No catalyst specified. The yield is 0.960. (3) The reactants are Br[C:2]1[CH:3]=[C:4]([C:16]2[CH:21]=[CH:20][CH:19]=[CH:18][CH:17]=2)[C:5]2[N:6]([CH:8]=[C:9]([C:11]([O:13][CH2:14][CH3:15])=[O:12])[N:10]=2)[CH:7]=1.[CH:22]([N:25]([C:33]1[S:34][C:35](B2OC(C)(C)C(C)(C)O2)=[CH:36][N:37]=1)[C:26](=[O:32])[O:27][C:28]([CH3:31])([CH3:30])[CH3:29])([CH3:24])[CH3:23].[O-]P([O-])([O-])=O.[K+].[K+].[K+].C(OCC)(=O)C. The catalyst is C1(C)C=CC=CC=1.C(O)C.C1C=CC([P]([Pd]([P](C2C=CC=CC=2)(C2C=CC=CC=2)C2C=CC=CC=2)([P](C2C=CC=CC=2)(C2C=CC=CC=2)C2C=CC=CC=2)[P](C2C=CC=CC=2)(C2C=CC=CC=2)C2C=CC=CC=2)(C2C=CC=CC=2)C2C=CC=CC=2)=CC=1. The product is [C:28]([O:27][C:26]([N:25]([CH:22]([CH3:24])[CH3:23])[C:33]1[S:34][C:35]([C:2]2[CH:3]=[C:4]([C:16]3[CH:21]=[CH:20][CH:19]=[CH:18][CH:17]=3)[C:5]3[N:6]([CH:8]=[C:9]([C:11]([O:13][CH2:14][CH3:15])=[O:12])[N:10]=3)[CH:7]=2)=[CH:36][N:37]=1)=[O:32])([CH3:31])([CH3:30])[CH3:29]. The yield is 0.530. (4) The reactants are [C:1]([C:5]1[C:9](I)=[CH:8][N:7]([C:11]2[CH:16]=[CH:15][C:14]([C:17]([F:20])([F:19])[F:18])=[CH:13][N:12]=2)[N:6]=1)([CH3:4])([CH3:3])[CH3:2].C1(P(C2C=CC=CC=2)C2C=CC=CC=2)C=CC=CC=1.C([O-])(=O)C.[Na+].[C:45]([O:49][CH3:50])(=[O:48])[CH:46]=[CH2:47]. The catalyst is [Cl-].C([N+](CC)(CC)CC)C1C=CC=CC=1.C([O-])(=O)C.[Pd+2].C([O-])(=O)C.CN1CCCC1=O. The product is [C:1]([C:5]1[C:9](/[CH:47]=[CH:46]/[C:45]([O:49][CH3:50])=[O:48])=[CH:8][N:7]([C:11]2[CH:16]=[CH:15][C:14]([C:17]([F:20])([F:19])[F:18])=[CH:13][N:12]=2)[N:6]=1)([CH3:4])([CH3:3])[CH3:2]. The yield is 0.700. (5) The reactants are [Cl:1][C:2]1[CH:7]=[C:6]([C:8](=[O:12])[N:9]([CH3:11])[CH3:10])[CH:5]=[CH:4][C:3]=1B(O)O.Br[C:17]1[CH:18]=[C:19]([CH:22]=[CH:23][C:24]=1[O:25][CH3:26])[CH:20]=[O:21].C(=O)([O-])[O-].[Na+].[Na+]. The catalyst is C1(C)C=CC=CC=1.CCO.O.C(OCC)(=O)C.C1C=CC([P]([Pd]([P](C2C=CC=CC=2)(C2C=CC=CC=2)C2C=CC=CC=2)([P](C2C=CC=CC=2)(C2C=CC=CC=2)C2C=CC=CC=2)[P](C2C=CC=CC=2)(C2C=CC=CC=2)C2C=CC=CC=2)(C2C=CC=CC=2)C2C=CC=CC=2)=CC=1. The product is [Cl:1][C:2]1[CH:7]=[C:6]([C:8]([N:9]([CH3:11])[CH3:10])=[O:12])[CH:5]=[CH:4][C:3]=1[C:17]1[CH:18]=[C:19]([CH:20]=[O:21])[CH:22]=[CH:23][C:24]=1[O:25][CH3:26]. The yield is 0.230. (6) The reactants are [NH2:1][C:2]1[CH:3]=[C:4]2[C:9](=[C:10]([F:12])[CH:11]=1)[N:8]=[CH:7][C:6]([C:13]#[N:14])=[C:5]2[NH:15][C:16]1[CH:21]=[CH:20][C:19]([F:22])=[C:18]([Cl:23])[CH:17]=1.[N:24]1[NH:25][C:26]([CH:29]=O)=[CH:27][CH:28]=1.[BH3-]C#N.[Na+]. The catalyst is CCO. The product is [Cl:23][C:18]1[CH:17]=[C:16]([NH:15][C:5]2[C:4]3[C:9](=[C:10]([F:12])[CH:11]=[C:2]([NH:1][CH2:29][C:26]4[NH:25][N:24]=[CH:28][CH:27]=4)[CH:3]=3)[N:8]=[CH:7][C:6]=2[C:13]#[N:14])[CH:21]=[CH:20][C:19]=1[F:22]. The yield is 0.100. (7) The reactants are [F:1][C:2]([F:12])([F:11])[O:3][C:4]1[CH:10]=[CH:9][C:7]([NH2:8])=[CH:6][CH:5]=1.P(=O)(O)(O)O.[N+]([O-])(O)=O.[N:22]([O-])=O.[Na+].C([O-])(=O)C.[K+].[C:31]([CH2:34][C:35](=[O:37])[CH3:36])(=[O:33])[CH3:32]. The catalyst is O.C(O)C. The product is [F:1][C:2]([F:11])([F:12])[O:3][C:4]1[CH:10]=[CH:9][C:7]([NH:8][N:22]=[C:34]([C:35](=[O:37])[CH3:36])[C:31](=[O:33])[CH3:32])=[CH:6][CH:5]=1. The yield is 0.880. (8) The reactants are [Cl:1][C:2]1[CH:3]=[C:4]2[C:8](=[CH:9][CH:10]=1)[N:7]([C:11]1[N:15]([CH3:16])[N:14]=[C:13]([CH3:17])[C:12]=1[CH:18]=O)[CH:6]=[CH:5]2.[S:20]([NH2:24])([NH2:23])(=[O:22])=[O:21].[BH4-].[Na+].O. The catalyst is C(O)C. The product is [Cl:1][C:2]1[CH:3]=[C:4]2[C:8](=[CH:9][CH:10]=1)[N:7]([C:11]1[N:15]([CH3:16])[N:14]=[C:13]([CH3:17])[C:12]=1[CH2:18][NH:23][S:20]([NH2:24])(=[O:22])=[O:21])[CH:6]=[CH:5]2. The yield is 0.240.